This data is from Forward reaction prediction with 1.9M reactions from USPTO patents (1976-2016). The task is: Predict the product of the given reaction. Given the reactants [Cl:1][C:2]1[CH:22]=[CH:21][CH:20]=[CH:19][C:3]=1[O:4][C:5]1[CH:6]=[C:7]([CH:16]=[CH:17][CH:18]=1)[CH2:8][N:9]1[CH2:14][CH2:13][CH:12]([NH2:15])[CH2:11][CH2:10]1.C1C=CC2N(O)N=NC=2C=1.CCN=C=NCCCN(C)C.CN1CC[O:48][CH2:47][CH2:46]1, predict the reaction product. The product is: [Cl:1][C:2]1[CH:22]=[CH:21][CH:20]=[CH:19][C:3]=1[O:4][C:5]1[CH:6]=[C:7]([CH:16]=[CH:17][CH:18]=1)[CH2:8][N:9]1[CH2:10][CH2:11][CH:12]([NH:15][C:47](=[O:48])[CH3:46])[CH2:13][CH2:14]1.